Dataset: Reaction yield outcomes from USPTO patents with 853,638 reactions. Task: Predict the reaction yield, written as a fraction of the theoretical maximum amount of product (1.0 means a 100% yield; for example, 0.34 means a 34% yield). The reactants are [Cl:1][C:2]1[C:6]([Cl:7])=[C:5]([CH3:8])[NH:4][C:3]=1[C:9]([NH:11][C@@H:12]1[CH2:17][CH2:16][N:15]([C:18]([O:20][CH2:21][C:22]2[CH:27]=[CH:26][CH:25]=[CH:24][CH:23]=2)=[O:19])[CH2:14][C@@H:13]1[N:28]1[CH:32]=[C:31]([CH2:33]OP(OC2C=CC=CC=2)(OC2C=CC=CC=2)=O)[N:30]=[N:29]1)=[O:10].[C-:51]#[N:52].[Na+]. The catalyst is CN(C=O)C.CCOC(C)=O. The product is [C:51]([CH2:33][C:31]1[N:30]=[N:29][N:28]([C@@H:13]2[C@H:12]([NH:11][C:9]([C:3]3[NH:4][C:5]([CH3:8])=[C:6]([Cl:7])[C:2]=3[Cl:1])=[O:10])[CH2:17][CH2:16][N:15]([C:18]([O:20][CH2:21][C:22]3[CH:27]=[CH:26][CH:25]=[CH:24][CH:23]=3)=[O:19])[CH2:14]2)[CH:32]=1)#[N:52]. The yield is 0.680.